From a dataset of Forward reaction prediction with 1.9M reactions from USPTO patents (1976-2016). Predict the product of the given reaction. (1) Given the reactants [O:1]1[C:5]2([CH2:10][CH2:9][C:8]([C:11]3[CH:20]=[CH:19][C:14]([C:15]([O:17][CH3:18])=[O:16])=[C:13]([CH3:21])[CH:12]=3)=[CH:7][CH2:6]2)[O:4][CH2:3][CH2:2]1.[H][H], predict the reaction product. The product is: [O:1]1[C:5]2([CH2:10][CH2:9][CH:8]([C:11]3[CH:20]=[CH:19][C:14]([C:15]([O:17][CH3:18])=[O:16])=[C:13]([CH3:21])[CH:12]=3)[CH2:7][CH2:6]2)[O:4][CH2:3][CH2:2]1. (2) The product is: [CH3:30][C:22]([N:31]1[CH:35]=[C:34]([NH:36][C:15](=[O:17])[CH:14]([NH:13][CH:7]2[CH2:6][CH2:5][C:4]3[C:9](=[C:10]([F:12])[CH:11]=[C:2]([F:1])[CH:3]=3)[CH2:8]2)[CH2:18][CH2:19][CH3:20])[N:33]=[CH:32]1)([CH3:21])[CH2:23][N:24]1[CH2:29][CH2:28][CH2:27][CH2:26][CH2:25]1. Given the reactants [F:1][C:2]1[CH:3]=[C:4]2[C:9](=[C:10]([F:12])[CH:11]=1)[CH2:8][CH:7]([NH:13][CH:14]([CH2:18][CH2:19][CH3:20])[C:15]([OH:17])=O)[CH2:6][CH2:5]2.[CH3:21][C:22]([N:31]1[CH:35]=[C:34]([NH2:36])[N:33]=[CH:32]1)([CH3:30])[CH2:23][N:24]1[CH2:29][CH2:28][CH2:27][CH2:26][CH2:25]1, predict the reaction product.